Task: Predict the product of the given reaction.. Dataset: Forward reaction prediction with 1.9M reactions from USPTO patents (1976-2016) (1) The product is: [CH3:8][C:5]1[CH:6]=[CH:7][C:2]2[N:3]([CH:10]=[C:11]([C:12]([O:14][CH2:15][CH3:16])=[O:13])[N:1]=2)[CH:4]=1. Given the reactants [NH2:1][C:2]1[CH:7]=[CH:6][C:5]([CH3:8])=[CH:4][N:3]=1.Br[CH2:10][C:11](=O)[C:12]([O:14][CH2:15][CH3:16])=[O:13], predict the reaction product. (2) Given the reactants I[C:2]1[C:7]2[N:8]([C:11]3[CH:16]=[CH:15][CH:14]=[CH:13][CH:12]=3)[CH:9]=[N:10][C:6]=2[CH:5]=[C:4]([C:17]([F:20])([F:19])[F:18])[CH:3]=1.C(B(CC)[C:24]1[CH:25]=[N:26][CH:27]=[CH:28][CH:29]=1)C.C(=O)(O)[O-].[Na+].C(O)C, predict the reaction product. The product is: [C:11]1([N:8]2[C:7]3[C:2]([C:24]4[CH:25]=[N:26][CH:27]=[CH:28][CH:29]=4)=[CH:3][C:4]([C:17]([F:20])([F:19])[F:18])=[CH:5][C:6]=3[N:10]=[CH:9]2)[CH:16]=[CH:15][CH:14]=[CH:13][CH:12]=1. (3) Given the reactants [F:1][C:2]1[CH:3]=[C:4]([CH:19]=[CH:20][CH:21]=1)[CH2:5][O:6][C:7]1[CH:16]=[C:15]2[C:10]([C:11](=[O:18])[NH:12][C:13]([CH3:17])=[N:14]2)=[CH:9][CH:8]=1.NC1C=C(OCC2C=CC=C(F)C=2)C=CC=1C(O)=O.CCO[C:44]([C:46]([NH2:48])=[O:47])=O.Cl.C[O-].[Na+], predict the reaction product. The product is: [F:1][C:2]1[CH:3]=[C:4]([CH:19]=[CH:20][CH:21]=1)[CH2:5][O:6][C:7]1[CH:16]=[C:15]2[C:10]([C:11](=[O:18])[N:12]([CH2:44][C:46]([NH2:48])=[O:47])[C:13]([CH3:17])=[N:14]2)=[CH:9][CH:8]=1. (4) Given the reactants [C:1]([Cl:4])(Cl)=[O:2].[Cl-].[Cl-].[O:7]=[C:8]1[NH:16][C:11]2=[NH+:12][CH:13]=[CH:14][CH:15]=[C:10]2[N:9]1[CH:17]1[CH2:22][CH2:21][NH2+:20][CH2:19][CH2:18]1.N1C(C)=CC=CC=1C.C(=O)(O)[O-].[Na+], predict the reaction product. The product is: [O:7]=[C:8]1[NH:16][C:11]2=[N:12][CH:13]=[CH:14][CH:15]=[C:10]2[N:9]1[CH:17]1[CH2:22][CH2:21][N:20]([C:1]([Cl:4])=[O:2])[CH2:19][CH2:18]1. (5) Given the reactants [Cl:1][C:2]1[CH:3]=[C:4]([C:12]2[O:16][N:15]=[C:14]([C:17]3[CH:18]=[CH:19][CH:20]=[C:21]4[C:25]=3[N:24]([CH3:26])[CH:23]=[C:22]4/[CH:27]=[CH:28]\[C:29]([O:31]C)=[O:30])[N:13]=2)[CH:5]=[CH:6][C:7]=1[O:8][CH:9]([CH3:11])[CH3:10].[OH-].[Na+].Cl, predict the reaction product. The product is: [Cl:1][C:2]1[CH:3]=[C:4]([C:12]2[O:16][N:15]=[C:14]([C:17]3[CH:18]=[CH:19][CH:20]=[C:21]4[C:25]=3[N:24]([CH3:26])[CH:23]=[C:22]4/[CH:27]=[CH:28]\[C:29]([OH:31])=[O:30])[N:13]=2)[CH:5]=[CH:6][C:7]=1[O:8][CH:9]([CH3:10])[CH3:11]. (6) Given the reactants [OH:1][CH2:2][C:3]1[CH:8]=[CH:7][C:6]([NH:9][C:10](=[O:44])[C@@H:11]([NH:19][C:20](=[O:43])[C@@H:21]([NH:25][C:26](=[O:42])[O:27][CH2:28][CH:29]2[C:41]3[CH:40]=[CH:39][CH:38]=[CH:37][C:36]=3[C:35]3[C:30]2=[CH:31][CH:32]=[CH:33][CH:34]=3)[CH:22]([CH3:24])[CH3:23])[CH2:12][CH2:13][CH2:14][NH:15][C:16]([NH2:18])=[O:17])=[CH:5][CH:4]=1.[C:45](=O)([O:56]C1C=CC([N+]([O-])=O)=CC=1)[O:46][C:47]1[CH:52]=[CH:51][C:50]([N+:53]([O-:55])=[O:54])=[CH:49][CH:48]=1.CCN(C(C)C)C(C)C.CO, predict the reaction product. The product is: [CH3:24][CH:22]([CH3:23])[C@H:21]([NH:25][C:26](=[O:42])[O:27][CH2:28][CH:29]1[C:41]2[CH:40]=[CH:39][CH:38]=[CH:37][C:36]=2[C:35]2[C:30]1=[CH:31][CH:32]=[CH:33][CH:34]=2)[C:20]([NH:19][C@@H:11]([CH2:12][CH2:13][CH2:14][NH:15][C:16]([NH2:18])=[O:17])[C:10]([NH:9][C:6]1[CH:5]=[CH:4][C:3]([CH2:2][O:1][C:45]([O:46][C:47]2[CH:48]=[CH:49][C:50]([N+:53]([O-:55])=[O:54])=[CH:51][CH:52]=2)=[O:56])=[CH:8][CH:7]=1)=[O:44])=[O:43]. (7) Given the reactants [NH2:1][C:2]1[S:3][CH:4]=[C:5]([C:7]2[CH:16]=[CH:15][C:14]3[C:9](=[CH:10][CH:11]=[CH:12][CH:13]=3)[CH:8]=2)[N:6]=1.[C:17]12[C:25](=[O:26])[O:24][C:22](=[O:23])[C:18]=1[CH2:19][CH2:20][CH2:21]2, predict the reaction product. The product is: [CH:8]1[C:9]2[C:14](=[CH:13][CH:12]=[CH:11][CH:10]=2)[CH:15]=[CH:16][C:7]=1[C:5]1[N:6]=[C:2]([NH:1][C:25]([C:17]2[CH2:21][CH2:20][CH2:19][C:18]=2[C:22]([OH:24])=[O:23])=[O:26])[S:3][CH:4]=1. (8) Given the reactants [CH3:1][O:2][C:3]1[CH:4]=[N:5][C:6]([C:9](=O)[CH2:10][CH3:11])=[N:7][CH:8]=1.[CH2:13]([NH2:20])[C:14]1[CH:19]=[CH:18][CH:17]=[CH:16][CH:15]=1.C(O[BH-](OC(=O)C)OC(=O)C)(=O)C.[Na+].ClCCl, predict the reaction product. The product is: [CH2:13]([NH:20][CH:9]([C:6]1[N:5]=[CH:4][C:3]([O:2][CH3:1])=[CH:8][N:7]=1)[CH2:10][CH3:11])[C:14]1[CH:19]=[CH:18][CH:17]=[CH:16][CH:15]=1. (9) Given the reactants [F:1][C:2]1[C:11]([CH2:12][CH:13]([OH:16])[CH2:14][OH:15])=[C:10]2[C:5]([CH:6]=[CH:7][C:8]([O:17][CH3:18])=[N:9]2)=[CH:4][CH:3]=1.[S:19](Cl)([C:22]1[CH:28]=[CH:27][C:25]([CH3:26])=[CH:24][CH:23]=1)(=[O:21])=[O:20].C([Sn](=O)CCCC)CCC.C(=O)(O)[O-].[Na+], predict the reaction product. The product is: [CH3:26][C:25]1[CH:27]=[CH:28][C:22]([S:19]([O:15][CH2:14][CH:13]([OH:16])[CH2:12][C:11]2[C:2]([F:1])=[CH:3][CH:4]=[C:5]3[C:10]=2[N:9]=[C:8]([O:17][CH3:18])[CH:7]=[CH:6]3)(=[O:21])=[O:20])=[CH:23][CH:24]=1.